Dataset: Full USPTO retrosynthesis dataset with 1.9M reactions from patents (1976-2016). Task: Predict the reactants needed to synthesize the given product. (1) Given the product [F:8][C:5]1[CH:4]=[N:3][C:2]([C:10]#[N:12])=[N:7][CH:6]=1, predict the reactants needed to synthesize it. The reactants are: Cl[C:2]1[N:7]=[CH:6][C:5]([F:8])=[CH:4][N:3]=1.C[C:10]([N:12](C)C)=O. (2) Given the product [CH2:24]([O:1][C:2]1[CH:17]=[CH:16][CH:15]=[CH:14][C:3]=1[C:4]([C:6]1[CH:11]=[CH:10][CH:9]=[CH:8][C:7]=1[O:12][CH3:13])=[O:5])[C:25]1[CH:30]=[CH:29][CH:28]=[CH:27][CH:26]=1, predict the reactants needed to synthesize it. The reactants are: [OH:1][C:2]1[CH:17]=[CH:16][CH:15]=[CH:14][C:3]=1[C:4]([C:6]1[CH:11]=[CH:10][CH:9]=[CH:8][C:7]=1[O:12][CH3:13])=[O:5].C(=O)([O-])[O-].[K+].[K+].[CH2:24](Br)[C:25]1[CH:30]=[CH:29][CH:28]=[CH:27][CH:26]=1.